From a dataset of Full USPTO retrosynthesis dataset with 1.9M reactions from patents (1976-2016). Predict the reactants needed to synthesize the given product. (1) Given the product [CH3:20][O:19][C:16]1[CH:15]=[CH:14][C:13]([CH:9]([C:6]2[CH:5]=[CH:4][C:3]([O:2][CH3:1])=[CH:8][CH:7]=2)[CH2:10][C:11]#[N:12])=[CH:18][CH:17]=1, predict the reactants needed to synthesize it. The reactants are: [CH3:1][O:2][C:3]1[CH:8]=[CH:7][C:6]([C:9]([C:13]2[CH:18]=[CH:17][C:16]([O:19][CH3:20])=[CH:15][CH:14]=2)=[CH:10][C:11]#[N:12])=[CH:5][CH:4]=1.[H][H]. (2) Given the product [CH3:1][C:2]1[N:3]=[C:4]([C:7]([NH:11][NH2:12])=[O:9])[S:5][CH:6]=1, predict the reactants needed to synthesize it. The reactants are: [CH3:1][C:2]1[N:3]=[C:4]([C:7]([O-:9])=O)[S:5][CH:6]=1.O.[NH2:11][NH2:12]. (3) Given the product [ClH:1].[ClH:1].[NH:3]1[C:7]2=[CH:8][N:9]=[CH:10][CH:11]=[C:6]2[CH:5]=[C:4]1[CH:12]([NH:14][C:15](=[O:22])[C:16]1[CH:21]=[CH:20][CH:19]=[N:18][CH:17]=1)[CH3:13], predict the reactants needed to synthesize it. The reactants are: [ClH:1].Cl.[NH:3]1[C:7]2=[CH:8][N:9]=[CH:10][CH:11]=[C:6]2[CH:5]=[C:4]1[CH:12]([NH2:14])[CH3:13].[C:15](O)(=[O:22])[C:16]1[CH:21]=[CH:20][CH:19]=[N:18][CH:17]=1.C(N(C(C)C)CC)(C)C.CCN=C=NCCCN(C)C.CN(C1C=CC=CN=1)C.Cl. (4) The reactants are: [C:1]([C:3]1[CH:11]=[CH:10][C:6]([C:7]([OH:9])=O)=[CH:5][CH:4]=1)#[N:2].[F:12][C:13]([F:23])([F:22])[C:14]1[CH:19]=[CH:18][C:17]([NH2:20])=[C:16]([NH2:21])[CH:15]=1. Given the product [NH2:2][CH2:1][C:3]1[CH:4]=[CH:5][C:6]([C:7]([NH:20][C:17]2[CH:18]=[CH:19][C:14]([C:13]([F:12])([F:22])[F:23])=[CH:15][C:16]=2[NH2:21])=[O:9])=[CH:10][CH:11]=1, predict the reactants needed to synthesize it. (5) Given the product [F:17][C:18]1[CH:19]=[C:20]([CH:24]([NH:28][C:29]2[CH:34]=[CH:33][CH:32]=[CH:31][CH:30]=2)[C:25]([O:27][C@@H:47]2[CH:48]3[CH2:51][CH2:52][N:45]([CH2:50][CH2:49]3)[CH2:46]2)=[O:26])[CH:21]=[CH:22][CH:23]=1, predict the reactants needed to synthesize it. The reactants are: C1CCC(N=C=NC2CCCCC2)CC1.Cl.[F:17][C:18]1[CH:19]=[C:20]([CH:24]([NH:28][C:29]2[CH:34]=[CH:33][CH:32]=[CH:31][CH:30]=2)[C:25]([OH:27])=[O:26])[CH:21]=[CH:22][CH:23]=1.C1C=CC2N(O)N=NC=2C=1.[N:45]12[CH2:52][CH2:51][CH:48]([CH2:49][CH2:50]1)[C@@H:47](O)[CH2:46]2. (6) Given the product [CH3:32][N:30]([CH3:31])[C:21]1([C:24]2[CH:25]=[CH:26][CH:27]=[CH:28][CH:29]=2)[CH2:22][CH2:23][CH:18]([CH2:17][C:16]([NH:6][C:7]2[CH:12]=[CH:11][CH:10]=[CH:9][CH:8]=2)=[O:33])[CH2:19][CH2:20]1, predict the reactants needed to synthesize it. The reactants are: C([Li])CCC.[NH2:6][C:7]1[CH:12]=[CH:11][CH:10]=[CH:9][CH:8]=1.C(O[C:16](=[O:33])[CH2:17][CH:18]1[CH2:23][CH2:22][C:21]([N:30]([CH3:32])[CH3:31])([C:24]2[CH:29]=[CH:28][CH:27]=[CH:26][CH:25]=2)[CH2:20][CH2:19]1)C.[Cl-].[NH4+]. (7) Given the product [CH2:1]([C:3]1[S:38][C:6]2[N:7]([CH2:23][C:24]3[CH:29]=[CH:28][C:27]([C:30]4[CH:35]=[CH:34][CH:33]=[CH:32][C:31]=4[C:36]4[NH:51][C:52](=[O:53])[O:56][N:37]=4)=[CH:26][CH:25]=3)[C:8](=[O:22])[N:9]([CH2:12][C:13]([C:15]3[CH:16]=[CH:17][C:18]([O:21][CH2:40][CH2:41][OH:42])=[CH:19][CH:20]=3)=[O:14])[C:10](=[O:11])[C:5]=2[CH:4]=1)[CH3:2], predict the reactants needed to synthesize it. The reactants are: [CH2:1]([C:3]1[S:38][C:6]2[N:7]([CH2:23][C:24]3[CH:29]=[CH:28][C:27]([C:30]4[C:31]([C:36]#[N:37])=[CH:32][CH:33]=[CH:34][CH:35]=4)=[CH:26][CH:25]=3)[C:8](=[O:22])[N:9]([CH2:12][C:13]([C:15]3[CH:20]=[CH:19][C:18]([OH:21])=[CH:17][CH:16]=3)=[O:14])[C:10](=[O:11])[C:5]=2[CH:4]=1)[CH3:2].Br[CH2:40][CH2:41][O:42][Si](C(C)(C)C)(C)C.C[N:51](C)[CH:52]=[O:53].C(=O)([O-])[O-:56].[Cs+].[Cs+]. (8) Given the product [O:29]1[CH2:28][CH:27]1[CH2:26][O:1][C:2]1[CH:10]=[CH:9][CH:8]=[C:7]2[C:3]=1[CH:4]=[CH:5][NH:6]2, predict the reactants needed to synthesize it. The reactants are: [OH:1][C:2]1[CH:10]=[CH:9][CH:8]=[C:7]2[C:3]=1[CH:4]=[CH:5][NH:6]2.[H-].[Na+].[N+](C1C=C(S(O[CH2:26][C@@H:27]2[O:29][CH2:28]2)(=O)=O)C=CC=1)([O-])=O. (9) Given the product [F:46][CH:9]([F:8])[C:10]([NH:12][C@H:16]([CH2:17][F:18])[C@@H:15]([C:19]1[CH:20]=[CH:21][C:22]([C:25]2[CH:26]=[CH:27][C:28]([CH:31]([NH:33][C:34](=[O:43])[O:35][CH2:36][C:37]3[CH:38]=[CH:39][CH:40]=[CH:41][CH:42]=3)[CH3:32])=[N:29][CH:30]=2)=[CH:23][CH:24]=1)[OH:14])=[O:11], predict the reactants needed to synthesize it. The reactants are: FC(F)(F)C(O)=O.[F:8][CH:9]([F:46])[C:10]([N:12]1[C@H:16]([CH2:17][F:18])[C@@H:15]([C:19]2[CH:24]=[CH:23][C:22]([C:25]3[CH:26]=[CH:27][C:28]([CH:31]([NH:33][C:34](=[O:43])[O:35][CH2:36][C:37]4[CH:42]=[CH:41][CH:40]=[CH:39][CH:38]=4)[CH3:32])=[N:29][CH:30]=3)=[CH:21][CH:20]=2)[O:14]C1(C)C)=[O:11]. (10) The reactants are: C[O:2][C:3]1[CH:8]=[CH:7][C:6]([CH2:9][C:10](=[O:37])[CH2:11][NH:12][C:13]2[N:18]([CH3:19])[C:17](=[O:20])[C:16]([C:21]3[CH:30]=[CH:29][C:28]4[C:23](=[CH:24][CH:25]=[CH:26][CH:27]=4)[CH:22]=3)=[C:15]([C:31]3[CH:36]=[CH:35][N:34]=[CH:33][CH:32]=3)[N:14]=2)=[CH:5][CH:4]=1.B(Br)(Br)Br.[2H]C([2H])([2H])C#N.[2H]O[2H]. Given the product [OH:2][C:3]1[CH:8]=[CH:7][C:6]([CH2:9][C:10](=[O:37])[CH2:11][NH:12][C:13]2[N:18]([CH3:19])[C:17](=[O:20])[C:16]([C:21]3[CH:30]=[CH:29][C:28]4[C:23](=[CH:24][CH:25]=[CH:26][CH:27]=4)[CH:22]=3)=[C:15]([C:31]3[CH:32]=[CH:33][N:34]=[CH:35][CH:36]=3)[N:14]=2)=[CH:5][CH:4]=1, predict the reactants needed to synthesize it.